This data is from Full USPTO retrosynthesis dataset with 1.9M reactions from patents (1976-2016). The task is: Predict the reactants needed to synthesize the given product. Given the product [CH2:52]([CH:53]([CH2:54][CH2:49][CH2:59][CH2:22][CH2:23][CH2:24][CH2:25][CH2:26][CH2:21][CH3:27])[CH2:20][O:19][C:11]1[C:12]2[C:4]([CH:5]=[C:6]3[CH:10]=[CH:9][S:8][C:7]=13)=[C:3]([O:2][CH2:1][CH:36]([CH2:28][CH2:29][CH2:30][CH2:31][CH2:32][CH2:33][CH2:34][CH3:35])[CH2:39][CH2:40][CH2:41][CH2:42][CH2:43][CH2:44][CH2:45][CH2:46][CH2:47][CH3:48])[C:15]1[S:16][CH:17]=[CH:18][C:14]=1[CH:13]=2)[CH2:51][CH2:50][CH2:14][CH2:15][CH2:3][CH2:4][CH3:5], predict the reactants needed to synthesize it. The reactants are: [CH3:1][O:2][C:3]1[C:4]2[C:12]([CH:13]=[C:14]3[CH:18]=[CH:17][S:16][C:15]=13)=[C:11]([O:19][CH3:20])[C:7]1[S:8][CH:9]=[CH:10][C:6]=1[CH:5]=2.[C:21]1([CH3:27])[CH:26]=[CH:25][CH:24]=[CH:23][CH:22]=1.[CH2:28]([CH:36]([CH2:39][CH2:40][CH2:41][CH2:42][CH2:43][CH2:44][CH2:45][CH2:46][CH2:47][CH3:48])CO)[CH2:29][CH2:30][CH2:31][CH2:32][CH2:33][CH2:34][CH3:35].[C:49]1([CH3:59])[CH:54]=[CH:53][C:52](S(O)(=O)=O)=[CH:51][CH:50]=1.